This data is from Reaction yield outcomes from USPTO patents with 853,638 reactions. The task is: Predict the reaction yield, written as a fraction of the theoretical maximum amount of product (1.0 means a 100% yield; for example, 0.34 means a 34% yield). (1) The reactants are Cl[C:2]1[C:7]([C:8]#[N:9])=[C:6]([Cl:10])[N:5]=[C:4]([S:11][CH3:12])[N:3]=1.[NH2:13][C:14]1[CH:15]=[C:16]([CH:21]=[CH:22][C:23]=1[CH3:24])[C:17]([NH:19][CH3:20])=[O:18].CCN(C(C)C)C(C)C. The catalyst is C1COCC1. The product is [Cl:10][C:6]1[N:5]=[C:4]([S:11][CH3:12])[N:3]=[C:2]([NH:13][C:14]2[CH:15]=[C:16]([CH:21]=[CH:22][C:23]=2[CH3:24])[C:17]([NH:19][CH3:20])=[O:18])[C:7]=1[C:8]#[N:9]. The yield is 0.800. (2) The reactants are [C:1]1(=[O:15])[C:14]2[C:5](=[N:6][CH:7]=[C:8]3[C:13]=2[CH:12]=[CH:11][CH:10]=[CH:9]3)[CH:4]=[CH:3][CH2:2]1.[Br:16]Br.O. The catalyst is C(O)(=O)C. The product is [Br:16][CH:2]1[CH:3]=[CH:4][C:5]2[C:14](=[C:13]3[C:8](=[CH:7][N:6]=2)[CH:9]=[CH:10][CH:11]=[CH:12]3)[C:1]1=[O:15]. The yield is 0.908.